This data is from Experimentally validated miRNA-target interactions with 360,000+ pairs, plus equal number of negative samples. The task is: Binary Classification. Given a miRNA mature sequence and a target amino acid sequence, predict their likelihood of interaction. (1) The miRNA is mmu-miR-467d-5p with sequence UAAGUGCGCGCAUGUAUAUGCG. The protein sequence of the target gene is MEIDNQTWVREFILLGLSSDWCTQISLFSLFLVTYLMTVLGNCLIVLLIRLDSRLHTPMYFFLTNLSLVDVSYATSVVPQLLAHFLAEHKAIPFQSCAAQLFFSLALGGIEFVLLAVMAYDRHVAVSDRLRYSAIMHGGLCARLAITSWVSGSINSLVQTAITFQLPMCTNKFIDHISCELLAVVRLACVDTSSNEAAIMVSSIVLLMTPFCLVLLSYIRIISTILKIQSREGRKKAFHTCASHLTVVALCYGTTIFTYIQPHSGPSVLQEKLISVFYAIVMPLLNPVIYSLRNKEVKGA.... Result: 0 (no interaction). (2) The miRNA is hsa-miR-16-5p with sequence UAGCAGCACGUAAAUAUUGGCG. The protein sequence of the target gene is MMLSRAKPAVGGESPHTDKRKKKGRKIPKLEDLLSQRDFTGAITLLEFKRHVGEQEDDTNLWIGYCAFHLGDYKRALEEYENATKEENCNPEVWVNLACTYFFLGMYKQAEAAGFKAPKSRLQNRLLFHLAHKFNDEKKLMNFHQNLQDIKEDQLSLASIHYMRSHYQEAIDIYKRILLDNREYLALNVYVALCYYKLDYYDVSQEVLAVYLQQIPDSTIALNLKACNHFRLYNGKAAEAELKSLMDNASSPFEFAKELIRHNLVVFRGGEGALQVLPPLVDVIPEARLNLVIYYLRQDD.... Result: 0 (no interaction). (3) The miRNA is mmu-miR-126a-5p with sequence CAUUAUUACUUUUGGUACGCG. The protein sequence of the target gene is MGDVEKGKKIFVQKCAQCHTVEKGGKHKTGPNLHGLFGRKTGQAAGFSYTDANKNKGITWGEDTLMEYLENPKKYIPGTKMIFAGIKKKGERADLIAYLKKATNE. Result: 0 (no interaction). (4) The miRNA is mmu-miR-709 with sequence GGAGGCAGAGGCAGGAGGA. Result: 1 (interaction). The protein sequence of the target gene is MVLQARSKHRDAAPRPPRSARSSPPPLSGASEVDAGELGSERTPPSPGRRGAAGRKGPRAGTAAPAPDGLAGRLAAGLHWALGLRRGRGRTWSTLLLASFAALLHWSHITHLFENDRHFSHLSTLEREMAFRTEMGLYYSYFKTIVEAPSFLNGVWMIMNDKLTEYPLVINTLKRFNLYPEVILASWYRIYTKIMDLIGIQTKICWTVTRGEGLSPIESCEGLGDPACFYVAVIFMLNGLMMALFFIYGTYLSGSRLGGVVTVLCFFFNHGECTRVMWTPPLRESFSYPFLVLQMLLVTH.... (5) The miRNA is hsa-miR-4457 with sequence UCACAAGGUAUUGACUGGCGUA. The protein sequence of the target gene is MGCRQSSEEKEAARRSRRIDRHLRSESQRQRREIKLLLLGTSNSGKSTIVKQMKIIHSGGFNLDACKEYKPLIIYNAIDSLTRIIRALAALKIDFHNPDRAYDAVQLFALTGPAESKGEITPELLGVMRRLWADPGAQACFGRSSEYHLEDNAAYYLNDLERIAAPDYIPTVEDILRSRDMTTGIVENKFTFKELTFKMVDVGGQRSERKKWIHCFEGVTAIIFCVELSGYDLKLYEDNQTSRMAESLRLFDSICNNNWFINTSLILFLNKKDLLAEKIRRIPLSVCFPEYKGQNTYEEA.... Result: 0 (no interaction). (6) The miRNA is hsa-miR-3606-5p with sequence UUAGUGAAGGCUAUUUUAAUU. The protein sequence of the target gene is MASHEVDNAELGSASAHGTPGSEAGPEELNTSVYQPIDGSPDYQKAKLQVLGAIQILNAAMILALGVFLGSLQYPYHFQKHFFFFTFYTGYPIWGAVFFCSSGTLSVVAGIKPTRTWIQNSFGMNIASATIALVGTAFLSLNIAVNIQSLRSCHSSSESPDLCNYMGSISNGMVSLLLILTLLELCVTISTIAMWCNANCCNSREEISSPPNSV. Result: 0 (no interaction).